Dataset: Catalyst prediction with 721,799 reactions and 888 catalyst types from USPTO. Task: Predict which catalyst facilitates the given reaction. (1) Reactant: [CH3:1][C:2]([CH3:56])([CH2:10][C:11]([O:13][C@H:14]1[CH2:31][CH2:30][C@@:29]2([CH3:32])[C@@H:16]([CH2:17][CH2:18][C@:19]3([CH3:53])[C@@H:28]2[CH2:27][CH2:26][C@H:25]2[C@@:20]3([CH3:52])[CH2:21][CH2:22][C@@:23]3(/[CH:40]=[CH:41]/[C:42]([NH:44][C:45]4[CH:50]=[CH:49][C:48]([Cl:51])=[CH:47][N:46]=4)=[O:43])[CH2:35][C:34](=[O:36])[C:33]([CH:37]([CH3:39])[CH3:38])=[C:24]32)[C:15]1([CH3:55])[CH3:54])=[O:12])[C:3]([O:5]C(C)(C)C)=[O:4].[C:57]([OH:63])([C:59]([F:62])([F:61])[F:60])=[O:58]. Product: [Cl:51][C:48]1[CH:49]=[CH:50][C:45]([NH:44][C:42](=[O:43])/[CH:41]=[CH:40]/[C@:23]23[CH2:35][C:34](=[O:36])[C:33]([CH:37]([CH3:38])[CH3:39])=[C:24]2[C@@H:25]2[C@@:20]([CH3:52])([CH2:21][CH2:22]3)[C@@:19]3([CH3:53])[C@@H:28]([C@:29]4([CH3:32])[C@@H:16]([CH2:17][CH2:18]3)[C:15]([CH3:54])([CH3:55])[C@@H:14]([O:13][C:11](=[O:12])[CH2:10][C:2]([CH3:1])([CH3:56])[C:3]([OH:5])=[O:4])[CH2:31][CH2:30]4)[CH2:27][CH2:26]2)=[N:46][CH:47]=1.[C:57]([OH:63])([C:59]([F:62])([F:61])[F:60])=[O:58]. The catalyst class is: 4. (2) Reactant: [NH2:1][C:2]1[S:3][C:4]([CH3:17])=[C:5]([CH3:16])[C:6]=1[C:7]([C:9]1[CH:14]=[CH:13][C:12]([Cl:15])=[CH:11][CH:10]=1)=[O:8].[C:18]1(=O)[O:23][C:21](=[O:22])[C:20]2=[CH:24][CH:25]=[CH:26][CH:27]=[C:19]12. Product: [Cl:15][C:12]1[CH:13]=[CH:14][C:9]([C:7]([C:6]2[C:5]([CH3:16])=[C:4]([CH3:17])[S:3][C:2]=2[N:1]2[C:21](=[O:22])[C:20]3[C:19](=[CH:27][CH:26]=[CH:25][CH:24]=3)[C:18]2=[O:23])=[O:8])=[CH:10][CH:11]=1. The catalyst class is: 15. (3) The catalyst class is: 2. Product: [CH3:3][CH:2]([CH2:4][CH2:5][CH2:6][C@H:7]([C@@H:9]1[C@:26]2([CH3:27])[C:12]([C:13]3[CH2:14][CH2:15][CH:16]4[C@:21]([C:23]=3[CH2:24][CH2:25]2)([CH3:22])[CH2:20][CH:19]=[CH:18][CH2:17]4)=[CH:11][CH2:10]1)[CH3:8])[CH3:1]. Reactant: [CH3:1][CH:2]([CH2:4][CH2:5][CH2:6][C@H:7]([C@@H:9]1[C@:26]2([CH3:27])[C:12]([C:13]3[CH2:14][CH2:15][CH:16]4[C@:21]([C:23]=3[CH2:24][CH2:25]2)([CH3:22])[CH2:20][CH2:19][C@H:18](O)[CH2:17]4)=[CH:11][CH2:10]1)[CH3:8])[CH3:3].C(N(S(F)(F)F)CC)C.O. (4) Reactant: Br[C:2]1[CH:3]=[C:4]([NH:11][C:12](=[O:14])[CH3:13])[CH:5]=[C:6]([N+:8]([O-:10])=[O:9])[CH:7]=1.CC1(C)C(C)(C)OB([C:23]2[O:24][C:25]([CH3:28])=[CH:26][CH:27]=2)O1.C(=O)([O-])[O-].[Na+].[Na+].O. Product: [CH3:28][C:25]1[O:24][C:23]([C:2]2[CH:3]=[C:4]([NH:11][C:12](=[O:14])[CH3:13])[CH:5]=[C:6]([N+:8]([O-:10])=[O:9])[CH:7]=2)=[CH:27][CH:26]=1. The catalyst class is: 438.